This data is from Peptide-MHC class II binding affinity with 134,281 pairs from IEDB. The task is: Regression. Given a peptide amino acid sequence and an MHC pseudo amino acid sequence, predict their binding affinity value. This is MHC class II binding data. (1) The peptide sequence is VVAPQLPADLMIRII. The MHC is HLA-DPA10201-DPB10501 with pseudo-sequence HLA-DPA10201-DPB10501. The binding affinity (normalized) is 0.154. (2) The peptide sequence is ALDVWALGLAIFEFV. The MHC is HLA-DPA10201-DPB10501 with pseudo-sequence HLA-DPA10201-DPB10501. The binding affinity (normalized) is 0.340. (3) The peptide sequence is NVSHIQSAVVCGRRH. The MHC is DRB1_1302 with pseudo-sequence DRB1_1302. The binding affinity (normalized) is 0.385. (4) The peptide sequence is CFHEFLSSKLNKFVS. The MHC is H-2-IAb with pseudo-sequence H-2-IAb. The binding affinity (normalized) is 0.407. (5) The peptide sequence is MYMWLGARYLEFEAL. The MHC is DRB3_0101 with pseudo-sequence DRB3_0101. The binding affinity (normalized) is 0.484.